This data is from Catalyst prediction with 721,799 reactions and 888 catalyst types from USPTO. The task is: Predict which catalyst facilitates the given reaction. (1) Reactant: [C:1]1([N:7]2[C:12](=[O:13])[C:11]3[S:14][CH:15]=[C:16]([C:17]4[CH:22]=[CH:21][CH:20]=[CH:19][CH:18]=4)[C:10]=3[N:9]=[CH:8]2)[CH:6]=[CH:5][CH:4]=[CH:3][CH:2]=1.NC1C(C2C=CC=CC=2)=CSC=1C(OC)=O.C(OCC)(OCC)OCC.[N+:49](C1C=CC(N)=CC=1)([O-:51])=[O:50]. Product: [N+:49]([C:4]1[CH:5]=[CH:6][C:1]([N:7]2[C:12](=[O:13])[C:11]3[S:14][CH:15]=[C:16]([C:17]4[CH:18]=[CH:19][CH:20]=[CH:21][CH:22]=4)[C:10]=3[N:9]=[CH:8]2)=[CH:2][CH:3]=1)([O-:51])=[O:50]. The catalyst class is: 15. (2) Reactant: [CH3:1][C:2]1[CH:7]=[CH:6][C:5]([OH:8])=[CH:4][C:3]=1[N+:9]([O-:11])=[O:10].I[CH2:13][CH3:14].C(=O)([O-])[O-].[K+].[K+].CN(C=O)C. Product: [CH2:13]([O:8][C:5]1[CH:6]=[CH:7][C:2]([CH3:1])=[C:3]([N+:9]([O-:11])=[O:10])[CH:4]=1)[CH3:14]. The catalyst class is: 6. (3) Reactant: [Cl:1][C:2]1[CH:3]=[C:4]2[C:8](=[CH:9][CH:10]=1)[NH:7][C:6]([C:11]([NH:13][NH2:14])=[O:12])=[CH:5]2.[C:15]1([CH2:21][S:22](Cl)(=[O:24])=[O:23])[CH:20]=[CH:19][CH:18]=[CH:17][CH:16]=1.CCN(C(C)C)C(C)C. Product: [C:15]1([CH2:21][S:22]([NH:14][NH:13][C:11]([C:6]2[NH:7][C:8]3[C:4]([CH:5]=2)=[CH:3][C:2]([Cl:1])=[CH:10][CH:9]=3)=[O:12])(=[O:24])=[O:23])[CH:20]=[CH:19][CH:18]=[CH:17][CH:16]=1. The catalyst class is: 12. (4) The catalyst class is: 371. Product: [Cl:16][C:17]1[CH:25]=[C:24]([F:26])[C:23]([Cl:27])=[CH:22][C:18]=1[C:9]([O:11][C:12]([CH3:13])([CH3:14])[CH3:15])=[O:10]. Reactant: [C:9](O[C:9]([O:11][C:12]([CH3:15])([CH3:14])[CH3:13])=[O:10])([O:11][C:12]([CH3:15])([CH3:14])[CH3:13])=[O:10].[Cl:16][C:17]1[CH:25]=[C:24]([F:26])[C:23]([Cl:27])=[CH:22][C:18]=1C(O)=O.CN(C1C=CC=CN=1)C.